This data is from Full USPTO retrosynthesis dataset with 1.9M reactions from patents (1976-2016). The task is: Predict the reactants needed to synthesize the given product. (1) Given the product [Cl:1][C:2]1[CH:3]=[CH:4][C:5]([CH2:6][N:7]2[C:12](=[N:13][C:14]3[CH:15]=[CH:16][C:17]([O:20][C:21]4[CH:26]=[CH:25][CH:24]=[CH:23][CH:22]=4)=[CH:18][CH:19]=3)[NH:11][C:10](=[O:27])[N:9]([CH2:28][C@@H:29]([C:31]([OH:33])=[O:32])[CH3:30])[C:8]2=[O:35])=[CH:36][CH:37]=1, predict the reactants needed to synthesize it. The reactants are: [Cl:1][C:2]1[CH:37]=[CH:36][C:5]([CH2:6][N:7]2[C:12](=[N:13][C:14]3[CH:19]=[CH:18][C:17]([O:20][C:21]4[CH:26]=[CH:25][CH:24]=[CH:23][CH:22]=4)=[CH:16][CH:15]=3)[NH:11][C:10](=[O:27])[N:9]([CH2:28][C@@H:29]([C:31]([O:33]C)=[O:32])[CH3:30])[C:8]2=[O:35])=[CH:4][CH:3]=1.CO.[OH-].[Li+].Cl. (2) Given the product [Cl:2][C:15]1([C:13]#[N:14])[CH2:20][CH:19]2[CH2:21][CH2:22][CH:16]1[CH:17]=[CH:18]2, predict the reactants needed to synthesize it. The reactants are: P(Cl)(Cl)(Cl)(Cl)[Cl:2].N1C=CC=CC=1.[C:13]([CH:15]1[CH2:20][CH:19]2[CH2:21][CH2:22][CH:16]1[CH:17]=[CH:18]2)#[N:14].